Task: Predict the product of the given reaction.. Dataset: Forward reaction prediction with 1.9M reactions from USPTO patents (1976-2016) Given the reactants Br[C:2]1[Se:6][C:5]([C:7]([NH:9][C:10]2[CH:15]=[CH:14][CH:13]=[CH:12][C:11]=2[F:16])=[O:8])=[CH:4][CH:3]=1.[Cl:17][C:18]1[C:19](B2OC(C)(C)C(C)(C)O2)=[CH:20][C:21]2[O:25][C:24]([CH3:26])=[N:23][C:22]=2[CH:27]=1.C(=O)([O-])[O-].[Na+].[Na+].CC(=O)OCC.[Cl-].[Na+].O, predict the reaction product. The product is: [Cl:17][C:18]1[C:19]([C:2]2[Se:6][C:5]([C:7]([NH:9][C:10]3[CH:15]=[CH:14][CH:13]=[CH:12][C:11]=3[F:16])=[O:8])=[CH:4][CH:3]=2)=[CH:20][C:21]2[O:25][C:24]([CH3:26])=[N:23][C:22]=2[CH:27]=1.